From a dataset of Forward reaction prediction with 1.9M reactions from USPTO patents (1976-2016). Predict the product of the given reaction. (1) Given the reactants C(OC([NH:8][C:9]1[CH:22]=[CH:21][C:12]([C:13]([NH:15][CH2:16][CH2:17][C:18]([OH:20])=[O:19])=[O:14])=[CH:11][CH:10]=1)=O)(C)(C)C.[F:23][C:24]([F:29])([F:28])[C:25]([OH:27])=[O:26], predict the reaction product. The product is: [F:23][C:24]([F:29])([F:28])[C:25]([OH:27])=[O:26].[NH2:8][C:9]1[CH:10]=[CH:11][C:12]([C:13]([NH:15][CH2:16][CH2:17][C:18]([OH:20])=[O:19])=[O:14])=[CH:21][CH:22]=1. (2) Given the reactants [C:1]1([S:7]([NH:10][C:11]2[S:15][C:14]3[CH2:16][CH2:17][CH2:18][CH2:19][C:13]=3[C:12]=2[C:20]([O:22][CH2:23][CH3:24])=[O:21])(=[O:9])=[O:8])[CH:6]=[CH:5][CH:4]=[CH:3][CH:2]=1.N[C:26]1SC2CC(C)CCC=2C=1C(OCC)=O.C1(S(Cl)(=O)=O)C=CC=CC=1, predict the reaction product. The product is: [CH3:26][CH:17]1[CH2:16][C:14]2[S:15][C:11]([NH:10][S:7]([C:1]3[CH:2]=[CH:3][CH:4]=[CH:5][CH:6]=3)(=[O:9])=[O:8])=[C:12]([C:20]([O:22][CH2:23][CH3:24])=[O:21])[C:13]=2[CH2:19][CH2:18]1. (3) Given the reactants [CH3:1][CH:2]1[CH2:7][C:6](=O)[CH2:5][CH2:4][N:3]1[C:9]([O:11][C:12]([CH3:15])([CH3:14])[CH3:13])=[O:10].[CH2:16]([CH2:18][NH2:19])[OH:17].C(O)(=O)C.C(O[BH-](OC(=O)C)OC(=O)C)(=O)C.[Na+], predict the reaction product. The product is: [OH:17][CH2:16][CH2:18][NH:19][CH:6]1[CH2:5][CH2:4][N:3]([C:9]([O:11][C:12]([CH3:15])([CH3:14])[CH3:13])=[O:10])[CH:2]([CH3:1])[CH2:7]1. (4) Given the reactants FC(F)(F)S(O[C:7]1[N:12]=[C:11]([CH2:13][C:14]2[CH:19]=[CH:18][CH:17]=[CH:16][CH:15]=2)[CH:10]=[CH:9][CH:8]=1)(=O)=O.C(O)(=O)C.[OH:26][C@H:27]1[C@H:31]([OH:32])[CH2:30][NH:29][CH2:28]1.C(O)(=O)[C@H]([C@@H](C(O)=O)O)O.C1CCN2C(=NCCC2)CC1, predict the reaction product. The product is: [CH2:13]([C:11]1[CH:10]=[CH:9][CH:8]=[C:7]([N:29]2[CH2:30][C@@H:31]([OH:32])[C@H:27]([OH:26])[CH2:28]2)[N:12]=1)[C:14]1[CH:19]=[CH:18][CH:17]=[CH:16][CH:15]=1. (5) The product is: [CH2:1]([O:3][C:4](=[O:25])[C:5]([CH3:7])([O:8][C:9]1[CH:10]=[CH:11][C:12]([CH2:15][NH:16][CH3:17])=[CH:13][CH:14]=1)[CH3:6])[CH3:2]. Given the reactants [CH2:1]([O:3][C:4](=[O:25])[C:5]([O:8][C:9]1[CH:14]=[CH:13][C:12]([CH2:15][N:16](C(OC(C)(C)C)=O)[CH3:17])=[CH:11][CH:10]=1)([CH3:7])[CH3:6])[CH3:2].C(O)(C(F)(F)F)=O, predict the reaction product. (6) Given the reactants [F:1][C:2]1[CH:3]=[C:4]2[C:9](=[CH:10][C:11]=1[F:12])[N:8]([CH2:13][CH2:14][N:15]1[CH2:20][CH2:19][CH:18]([N:21]([CH2:29][C:30]3[N:35]=[N:34][C:33]4[O:36][CH2:37][CH2:38][O:39][C:32]=4[CH:31]=3)C(=O)OC(C)(C)C)[CH2:17][CH2:16]1)[C:7](=[O:40])[CH:6]=[N:5]2.[F:41][C:42]([F:47])([F:46])[C:43]([OH:45])=[O:44], predict the reaction product. The product is: [F:41][C:42]([F:47])([F:46])[C:43]([OH:45])=[O:44].[N:34]1[C:33]2[O:36][CH2:37][CH2:38][O:39][C:32]=2[CH:31]=[C:30]([CH2:29][NH:21][CH:18]2[CH2:17][CH2:16][N:15]([CH2:14][CH2:13][N:8]3[C:9]4[C:4](=[CH:3][C:2]([F:1])=[C:11]([F:12])[CH:10]=4)[N:5]=[CH:6][C:7]3=[O:40])[CH2:20][CH2:19]2)[N:35]=1.